This data is from Reaction yield outcomes from USPTO patents with 853,638 reactions. The task is: Predict the reaction yield, written as a fraction of the theoretical maximum amount of product (1.0 means a 100% yield; for example, 0.34 means a 34% yield). (1) The catalyst is CC(N(C)C)=O. The yield is 0.510. The product is [F:27][C:28]1[CH:34]=[CH:33][C:31]([NH:32][CH:2]([C:4]2[CH:5]=[C:6]([C:22]([N:24]([CH3:26])[CH3:25])=[O:23])[CH:7]=[C:8]3[C:13]=2[O:12][C:11]([N:14]2[CH2:19][CH2:18][O:17][C@@H:16]([CH3:20])[CH2:15]2)=[CH:10][C:9]3=[O:21])[CH3:3])=[CH:30][CH:29]=1. The reactants are Br[CH:2]([C:4]1[CH:5]=[C:6]([C:22]([N:24]([CH3:26])[CH3:25])=[O:23])[CH:7]=[C:8]2[C:13]=1[O:12][C:11]([N:14]1[CH2:19][CH2:18][O:17][C@@H:16]([CH3:20])[CH2:15]1)=[CH:10][C:9]2=[O:21])[CH3:3].[F:27][C:28]1[CH:34]=[CH:33][C:31]([NH2:32])=[CH:30][CH:29]=1. (2) The reactants are [Cl:1][C:2]1[N:7]=[N:6][C:5]([N:8]=[CH:9]N(C)C)=[CH:4][CH:3]=1.[Na+].[I-].Cl[CH2:16][C:17](=[O:19])[CH3:18]. The catalyst is CN(C=O)C. The product is [Cl:1][C:2]1[CH:3]=[CH:4][C:5]2[N:6]([C:16]([C:17](=[O:19])[CH3:18])=[CH:9][N:8]=2)[N:7]=1. The yield is 0.510. (3) The reactants are [N+:1]([C:4]1[CH:5]=[C:6]2[C:11](=[CH:12][CH:13]=1)[NH:10][C:9](=O)[CH2:8][CH2:7]2)([O-:3])=[O:2].C(C1C(=O)C([Cl:25])=C(Cl)C(=O)C=1C#N)#N.P(Cl)(Cl)(Cl)=O. The catalyst is C1(C)C=CC=CC=1. The product is [Cl:25][C:9]1[CH:8]=[CH:7][C:6]2[C:11](=[CH:12][CH:13]=[C:4]([N+:1]([O-:3])=[O:2])[CH:5]=2)[N:10]=1. The yield is 0.500. (4) The reactants are [F:1][C:2]1[CH:3]=[C:4]([CH:42]=[CH:43][CH:44]=1)[CH2:5][N:6]1[CH:10]=[C:9]([C:11]2[C:19]3[C:14](=[N:15][CH:16]=[C:17]([C:20]4[CH:21]=[N:22][C:23]([N:26]5[CH2:31][CH2:30][NH:29][CH2:28][CH2:27]5)=[CH:24][CH:25]=4)[CH:18]=3)[N:13]([S:32]([C:35]3[CH:41]=[CH:40][C:38]([CH3:39])=[CH:37][CH:36]=3)(=[O:34])=[O:33])[CH:12]=2)[CH:8]=[N:7]1.FC1C=C(C=CC=1)CN1C=C(C2C3C(=NC=C(C4C=NC(N5CCN(C)CC5)=CC=4)C=3)NC=2)C=N1.[CH3:80][C@H:81]1[CH2:83][O:82]1. The catalyst is C(O)C. The product is [F:1][C:2]1[CH:3]=[C:4]([CH:42]=[CH:43][CH:44]=1)[CH2:5][N:6]1[CH:10]=[C:9]([C:11]2[C:19]3[C:14](=[N:15][CH:16]=[C:17]([C:20]4[CH:25]=[CH:24][C:23]([N:26]5[CH2:31][CH2:30][N:29]([CH2:80][C@@H:81]([OH:82])[CH3:83])[CH2:28][CH2:27]5)=[N:22][CH:21]=4)[CH:18]=3)[N:13]([S:32]([C:35]3[CH:41]=[CH:40][C:38]([CH3:39])=[CH:37][CH:36]=3)(=[O:34])=[O:33])[CH:12]=2)[CH:8]=[N:7]1. The yield is 0.818.